From a dataset of Catalyst prediction with 721,799 reactions and 888 catalyst types from USPTO. Predict which catalyst facilitates the given reaction. (1) Reactant: [CH2:1]([O:5][NH:6][C:7]([N:9]([C:26]1[C:31]([O:32][CH3:33])=[N:30][C:29]([CH3:34])=[CH:28][N:27]=1)[S:10]([C:13]1[S:14][CH:15]=[CH:16][C:17]=1[C:18]1[CH:23]=[CH:22][C:21]([CH2:24][OH:25])=[CH:20][CH:19]=1)(=[O:12])=[O:11])=[O:8])[CH:2]([CH3:4])[CH3:3].C(N(CC)CC)C.[CH3:42][S:43](Cl)(=[O:45])=[O:44]. Product: [CH2:1]([O:5][NH:6][C:7]([N:9]([C:26]1[C:31]([O:32][CH3:33])=[N:30][C:29]([CH3:34])=[CH:28][N:27]=1)[S:10]([C:13]1[S:14][CH:15]=[CH:16][C:17]=1[C:18]1[CH:19]=[CH:20][C:21]([CH2:24][O:25][S:43]([CH3:42])(=[O:45])=[O:44])=[CH:22][CH:23]=1)(=[O:12])=[O:11])=[O:8])[CH:2]([CH3:4])[CH3:3]. The catalyst class is: 4. (2) Reactant: [BH4-].[Li+].C([O:5][C:6]([C:8]1([CH2:12][C:13]2[S:14][C:15]([Cl:18])=[CH:16][CH:17]=2)[CH2:11][CH2:10][CH2:9]1)=O)C.CO.[OH-].[Na+]. Product: [Cl:18][C:15]1[S:14][C:13]([CH2:12][C:8]2([CH2:6][OH:5])[CH2:11][CH2:10][CH2:9]2)=[CH:17][CH:16]=1. The catalyst class is: 28. (3) Reactant: [OH:1][C:2]1[C:3]2[C:7]([CH:8]=[C:9]([C:11]([O:13][CH2:14][CH3:15])=[O:12])[CH:10]=1)=[N:6][N:5]([CH3:16])[CH:4]=2.F[C:18]1[CH:23]=[CH:22][C:21]([S:24]([N:27]([CH3:29])[CH3:28])(=[O:26])=[O:25])=[CH:20][CH:19]=1.C(=O)([O-])[O-].[Cs+].[Cs+]. Product: [CH3:28][N:27]([CH3:29])[S:24]([C:21]1[CH:20]=[CH:19][C:18]([O:1][C:2]2[C:3]3[C:7]([CH:8]=[C:9]([C:11]([O:13][CH2:14][CH3:15])=[O:12])[CH:10]=2)=[N:6][N:5]([CH3:16])[CH:4]=3)=[CH:23][CH:22]=1)(=[O:25])=[O:26]. The catalyst class is: 9. (4) Reactant: [CH3:1][C:2]1[C:3]([NH2:11])=[C:4]([CH:8]=[CH:9][CH:10]=1)[C:5]([OH:7])=O.[F:12][C:13]1[CH:18]=[CH:17][CH:16]=[C:15]([F:19])[C:14]=1[N:20]=[C:21]=[S:22]. Product: [F:12][C:13]1[CH:18]=[CH:17][CH:16]=[C:15]([F:19])[C:14]=1[N:20]1[C:5](=[O:7])[C:4]2[C:3](=[C:2]([CH3:1])[CH:10]=[CH:9][CH:8]=2)[NH:11][C:21]1=[S:22]. The catalyst class is: 8. (5) Reactant: [Br:1][C:2]1[CH:13]=[CH:12][CH:11]=[CH:10][C:3]=1[CH2:4][CH:5]([C:8]#[N:9])[C:6]#[N:7].[H-].[Na+].Br[CH2:17][CH2:18][F:19]. Product: [Br:1][C:2]1[CH:13]=[CH:12][CH:11]=[CH:10][C:3]=1[CH2:4][C:5]([CH2:17][CH2:18][F:19])([C:6]#[N:7])[C:8]#[N:9]. The catalyst class is: 9.